This data is from Forward reaction prediction with 1.9M reactions from USPTO patents (1976-2016). The task is: Predict the product of the given reaction. (1) Given the reactants Cl[CH2:2][C:3]1[CH:19]=[CH:18][C:6]2[S:7][CH:8]=[C:9]([C:10]3[C:15]([CH3:16])=[CH:14][CH:13]=[CH:12][C:11]=3[CH3:17])[C:5]=2[CH:4]=1.[OH:20][C:21]1[CH:26]=[CH:25][C:24]([C@@H:27]([C:33]#[C:34][CH3:35])[CH2:28][C:29]([O:31][CH3:32])=[O:30])=[CH:23][CH:22]=1, predict the reaction product. The product is: [CH3:17][C:11]1[CH:12]=[CH:13][CH:14]=[C:15]([CH3:16])[C:10]=1[C:9]1[C:5]2[CH:4]=[C:3]([CH2:2][O:20][C:21]3[CH:22]=[CH:23][C:24]([C@@H:27]([C:33]#[C:34][CH3:35])[CH2:28][C:29]([O:31][CH3:32])=[O:30])=[CH:25][CH:26]=3)[CH:19]=[CH:18][C:6]=2[S:7][CH:8]=1. (2) Given the reactants O=S1(=O)CCC[N:3]1[C:7]1[CH:12]=[CH:11][C:10]([C:13]2[N:14](CC)[C:15]3[C:20]([C:21]=2[C:22]#[N:23])=[CH:19][CH:18]=[C:17]([O:24][C:25](F)(F)F)[CH:16]=3)=[CH:9][CH:8]=1.[CH:32]([O:35][C:36](Cl)=[O:37])([CH3:34])[CH3:33].N1[CH:44]=[CH:43][CH:42]=CC=1, predict the reaction product. The product is: [CH:32]([O:35][C:36](=[O:37])[NH:3][C:7]1[CH:12]=[CH:11][C:10]([C:13]2[N:14]([CH:42]3[CH2:43][CH2:44]3)[C:15]3[C:20]([C:21]=2[C:22]#[N:23])=[CH:19][CH:18]=[C:17]([O:24][CH3:25])[CH:16]=3)=[CH:9][CH:8]=1)([CH3:34])[CH3:33].